From a dataset of Forward reaction prediction with 1.9M reactions from USPTO patents (1976-2016). Predict the product of the given reaction. (1) Given the reactants [OH:1][C:2]1[CH:7]=[CH:6][C:5]([N+:8]([O-:10])=[O:9])=[CH:4][C:3]=1[C:11](=[O:13])[CH3:12].[H-].[Na+].Br[CH:17]([C:24]1[CH:29]=[CH:28][CH:27]=[CH:26][CH:25]=1)[C:18]1[CH:23]=[CH:22][CH:21]=[CH:20][CH:19]=1, predict the reaction product. The product is: [CH:17]([O:1][C:2]1[CH:7]=[CH:6][C:5]([N+:8]([O-:10])=[O:9])=[CH:4][C:3]=1[C:11](=[O:13])[CH3:12])([C:18]1[CH:23]=[CH:22][CH:21]=[CH:20][CH:19]=1)[C:24]1[CH:29]=[CH:28][CH:27]=[CH:26][CH:25]=1. (2) Given the reactants Br[C:2]1[C:7]([O:8][S:9]([C:12]([F:15])([F:14])[F:13])(=[O:11])=[O:10])=[CH:6][CH:5]=[CH:4][N:3]=1.[Cl-].C([O-])(O)=O.[Na+].[CH2:22]1[CH2:26]OC[CH2:23]1, predict the reaction product. The product is: [CH:23]1([C:2]2[C:7]([O:8][S:9]([C:12]([F:15])([F:14])[F:13])(=[O:11])=[O:10])=[CH:6][CH:5]=[CH:4][N:3]=2)[CH2:22][CH2:26]1.